From a dataset of NCI-60 drug combinations with 297,098 pairs across 59 cell lines. Regression. Given two drug SMILES strings and cell line genomic features, predict the synergy score measuring deviation from expected non-interaction effect. (1) Drug 1: C1=CC(=CC=C1CC(C(=O)O)N)N(CCCl)CCCl.Cl. Drug 2: C1=CC=C(C(=C1)C(C2=CC=C(C=C2)Cl)C(Cl)Cl)Cl. Cell line: T-47D. Synergy scores: CSS=13.8, Synergy_ZIP=-3.91, Synergy_Bliss=1.04, Synergy_Loewe=-2.42, Synergy_HSA=-1.96. (2) Drug 1: CC(C1=C(C=CC(=C1Cl)F)Cl)OC2=C(N=CC(=C2)C3=CN(N=C3)C4CCNCC4)N. Drug 2: CN(CCCl)CCCl.Cl. Cell line: DU-145. Synergy scores: CSS=7.24, Synergy_ZIP=-3.18, Synergy_Bliss=2.50, Synergy_Loewe=-0.185, Synergy_HSA=0.136. (3) Drug 1: C1CN(P(=O)(OC1)NCCCl)CCCl. Drug 2: COCCOC1=C(C=C2C(=C1)C(=NC=N2)NC3=CC=CC(=C3)C#C)OCCOC.Cl. Cell line: DU-145. Synergy scores: CSS=2.31, Synergy_ZIP=-1.97, Synergy_Bliss=-2.80, Synergy_Loewe=-8.24, Synergy_HSA=-4.51. (4) Drug 1: CC1=CC=C(C=C1)C2=CC(=NN2C3=CC=C(C=C3)S(=O)(=O)N)C(F)(F)F. Drug 2: CC12CCC3C(C1CCC2O)C(CC4=C3C=CC(=C4)O)CCCCCCCCCS(=O)CCCC(C(F)(F)F)(F)F. Cell line: SF-539. Synergy scores: CSS=-0.641, Synergy_ZIP=5.05, Synergy_Bliss=7.93, Synergy_Loewe=-1.31, Synergy_HSA=0.377. (5) Drug 1: CN(C)N=NC1=C(NC=N1)C(=O)N. Drug 2: C1=CC(=CC=C1C#N)C(C2=CC=C(C=C2)C#N)N3C=NC=N3. Cell line: SF-539. Synergy scores: CSS=1.79, Synergy_ZIP=-2.46, Synergy_Bliss=-1.10, Synergy_Loewe=-0.326, Synergy_HSA=-0.442. (6) Drug 1: CNC(=O)C1=CC=CC=C1SC2=CC3=C(C=C2)C(=NN3)C=CC4=CC=CC=N4. Drug 2: CC1CCCC2(C(O2)CC(NC(=O)CC(C(C(=O)C(C1O)C)(C)C)O)C(=CC3=CSC(=N3)C)C)C. Cell line: 786-0. Synergy scores: CSS=0.768, Synergy_ZIP=2.03, Synergy_Bliss=5.60, Synergy_Loewe=3.84, Synergy_HSA=4.70. (7) Drug 1: CN1C2=C(C=C(C=C2)N(CCCl)CCCl)N=C1CCCC(=O)O.Cl. Drug 2: CC(C)CN1C=NC2=C1C3=CC=CC=C3N=C2N. Cell line: A549. Synergy scores: CSS=8.23, Synergy_ZIP=-1.67, Synergy_Bliss=0.739, Synergy_Loewe=1.83, Synergy_HSA=-0.127. (8) Drug 1: CC(CN1CC(=O)NC(=O)C1)N2CC(=O)NC(=O)C2. Drug 2: CC1=C(C=C(C=C1)C(=O)NC2=CC(=CC(=C2)C(F)(F)F)N3C=C(N=C3)C)NC4=NC=CC(=N4)C5=CN=CC=C5. Cell line: IGROV1. Synergy scores: CSS=12.7, Synergy_ZIP=-0.750, Synergy_Bliss=-2.98, Synergy_Loewe=-3.78, Synergy_HSA=-3.69.